Dataset: Forward reaction prediction with 1.9M reactions from USPTO patents (1976-2016). Task: Predict the product of the given reaction. Given the reactants [CH3:1][O:2][CH2:3][CH:4]1[CH2:9][CH2:8][CH:7]=[CH:6][O:5]1.B1C2CCCC1CCC2.C1C[O:22]CC1, predict the reaction product. The product is: [CH3:1][O:2][CH2:3][CH:4]1[O:5][CH2:6][CH:7]([OH:22])[CH2:8][CH2:9]1.